This data is from Forward reaction prediction with 1.9M reactions from USPTO patents (1976-2016). The task is: Predict the product of the given reaction. (1) Given the reactants [Br:1][C:2]1[CH:7]=[CH:6][C:5]([S:8]([N:11]([C@H:13]2[CH2:18][CH2:17][C@H:16]([OH:19])[CH2:15][CH2:14]2)[CH3:12])(=[O:10])=[O:9])=[CH:4][CH:3]=1.Cl.[CH2:21]([N:23]([CH2:27][CH3:28])[CH2:24][CH2:25]Cl)[CH3:22].[OH-].[Na+], predict the reaction product. The product is: [Br:1][C:2]1[CH:7]=[CH:6][C:5]([S:8]([N:11]([C@H:13]2[CH2:18][CH2:17][C@H:16]([O:19][CH2:22][CH2:21][N:23]([CH2:27][CH3:28])[CH2:24][CH3:25])[CH2:15][CH2:14]2)[CH3:12])(=[O:9])=[O:10])=[CH:4][CH:3]=1. (2) The product is: [C:1]([O:5][C:6]([N:8]1[C:17]2[C:12](=[CH:13][CH:14]=[CH:15][CH:16]=2)[C:11](=[O:18])[CH:10]([CH3:20])[CH2:9]1)=[O:7])([CH3:4])([CH3:2])[CH3:3]. Given the reactants [C:1]([O:5][C:6]([N:8]1[C:17]2[C:12](=[CH:13][CH:14]=[CH:15][CH:16]=2)[C:11](=[O:18])[CH2:10][CH2:9]1)=[O:7])([CH3:4])([CH3:3])[CH3:2].[Li+].[CH3:20]C([N-]C(C)C)C.IC, predict the reaction product. (3) Given the reactants C(OC([N:8]1[CH2:12][C@@H:11]([CH2:13][NH2:14])[CH2:10][C@H:9]1[C:15]([N:17]1[CH2:21][CH2:20][S:19][CH2:18]1)=[O:16])=O)(C)(C)C.C(N(CC)C(C)C)(C)C.Cl[S:32]([C:35]1[CH:43]=[CH:42][C:38]([C:39]([OH:41])=[O:40])=[CH:37][CH:36]=1)(=[O:34])=[O:33], predict the reaction product. The product is: [S:19]1[CH2:20][CH2:21][N:17]([C:15]([C@H:9]2[NH:8][CH2:12][C@@H:11]([CH2:13][NH:14][S:32]([C:35]3[CH:36]=[CH:37][C:38]([C:39]([OH:41])=[O:40])=[CH:42][CH:43]=3)(=[O:34])=[O:33])[CH2:10]2)=[O:16])[CH2:18]1. (4) Given the reactants [CH2:1]([Mg]Br)[CH3:2].[CH2:5]([C@@:12]12[CH2:25][CH2:24][C:23](=[O:26])[CH2:22][C@@H:21]1[CH2:20][CH2:19][CH2:18][C:17]1[CH:16]=[N:15][N:14]([CH3:27])[C:13]2=1)[C:6]1[CH:11]=[CH:10][CH:9]=[CH:8][CH:7]=1.[CH2:28]([C@:35]12[CH2:48][CH2:47][C:46](=[O:49])[CH2:45][C@H:44]1[CH2:43][CH2:42][CH2:41][C:40]1[CH:39]=[N:38][N:37]([CH3:50])[C:36]2=1)[C:29]1[CH:34]=[CH:33][CH:32]=[CH:31][CH:30]=1.[C:51](O)(=O)[CH3:52], predict the reaction product. The product is: [CH2:5]([C@:12]12[CH2:25][CH2:24][C@:23]([CH2:1][CH3:2])([OH:26])[CH2:22][C@H:21]1[CH2:20][CH2:19][CH2:18][C:17]1[CH:16]=[N:15][N:14]([CH3:27])[C:13]2=1)[C:6]1[CH:7]=[CH:8][CH:9]=[CH:10][CH:11]=1.[CH2:28]([C@@:35]12[CH2:48][CH2:47][C@@:46]([CH2:51][CH3:52])([OH:49])[CH2:45][C@@H:44]1[CH2:43][CH2:42][CH2:41][C:40]1[CH:39]=[N:38][N:37]([CH3:50])[C:36]2=1)[C:29]1[CH:30]=[CH:31][CH:32]=[CH:33][CH:34]=1. (5) Given the reactants I[C:2]1[S:10][C:9]2[C:4](=[N:5][CH:6]=[CH:7][C:8]=2[O:11][C:12]2[CH:17]=[CH:16][C:15]([NH2:18])=[CH:14][CH:13]=2)[CH:3]=1.[C:19]1(B(O)O)[CH:24]=[CH:23][CH:22]=[CH:21][CH:20]=1, predict the reaction product. The product is: [C:19]1([C:2]2[S:10][C:9]3[C:4](=[N:5][CH:6]=[CH:7][C:8]=3[O:11][C:12]3[CH:17]=[CH:16][C:15]([NH2:18])=[CH:14][CH:13]=3)[CH:3]=2)[CH:24]=[CH:23][CH:22]=[CH:21][CH:20]=1. (6) Given the reactants [CH:1]1([CH2:7][N:8]2[CH2:12][C@@H:11]([NH:13][C:14]([C:16]3[CH:25]=[CH:24][C:23]4[C:18](=[CH:19][CH:20]=[CH:21][CH:22]=4)[C:17]=3[OH:26])=[O:15])[CH2:10][C@H:9]2[C:27]([OH:29])=[O:28])[CH2:6][CH2:5][CH2:4][CH2:3][CH2:2]1.[C:30](OC(=N)C(Cl)(Cl)Cl)([CH3:33])([CH3:32])[CH3:31].B(F)(F)F.CCOCC, predict the reaction product. The product is: [C:30]([O:28][C:27]([C@@H:9]1[CH2:10][C@H:11]([NH:13][C:14]([C:16]2[CH:25]=[CH:24][C:23]3[C:18](=[CH:19][CH:20]=[CH:21][CH:22]=3)[C:17]=2[OH:26])=[O:15])[CH2:12][N:8]1[CH2:7][CH:1]1[CH2:6][CH2:5][CH2:4][CH2:3][CH2:2]1)=[O:29])([CH3:33])([CH3:32])[CH3:31]. (7) Given the reactants [CH3:1][O:2][C:3]1[CH:8]=[CH:7][CH:6]=[CH:5][C:4]=1[C:9]1[N:10]=[C:11]([NH2:14])[S:12][CH:13]=1.[C:15](Cl)(=[O:22])[C:16]1[CH:21]=[CH:20][CH:19]=[CH:18][CH:17]=1, predict the reaction product. The product is: [CH3:1][O:2][C:3]1[CH:8]=[CH:7][CH:6]=[CH:5][C:4]=1[C:9]1[N:10]=[C:11]([NH:14][C:15](=[O:22])[C:16]2[CH:21]=[CH:20][CH:19]=[CH:18][CH:17]=2)[S:12][CH:13]=1. (8) Given the reactants [Cl:1][C:2]1[C:3]([C:22]2[C:27]([CH3:28])=[CH:26][C:25]([CH3:29])=[CH:24][N:23]=2)=[CH:4][C:5]([N:8]2[CH2:13][CH2:12][N:11]3[CH:14]=[C:15]([C:17]([O:19]CC)=[O:18])[N:16]=[C:10]3[CH2:9]2)=[N:6][CH:7]=1.C(Cl)Cl.CO.Cl, predict the reaction product. The product is: [Cl:1][C:2]1[C:3]([C:22]2[C:27]([CH3:28])=[CH:26][C:25]([CH3:29])=[CH:24][N:23]=2)=[CH:4][C:5]([N:8]2[CH2:13][CH2:12][N:11]3[CH:14]=[C:15]([C:17]([OH:19])=[O:18])[N:16]=[C:10]3[CH2:9]2)=[N:6][CH:7]=1.